This data is from Reaction yield outcomes from USPTO patents with 853,638 reactions. The task is: Predict the reaction yield, written as a fraction of the theoretical maximum amount of product (1.0 means a 100% yield; for example, 0.34 means a 34% yield). The reactants are [NH2:1][C:2]1[CH:3]=[C:4]([N:8]([CH3:24])[C:9]2[N:14]=[C:13]3[S:15][C:16]([NH:18][C:19]([CH:21]4[CH2:23][CH2:22]4)=[O:20])=[N:17][C:12]3=[CH:11][CH:10]=2)[CH:5]=[CH:6][CH:7]=1.[N:25]([C:28]1[CH:33]=[CH:32][C:31]([O:34][C:35]([F:38])([F:37])[F:36])=[CH:30][CH:29]=1)=[C:26]=[O:27].C(=O)([O-])O.[Na+]. The product is [CH3:24][N:8]([C:4]1[CH:5]=[CH:6][CH:7]=[C:2]([NH:1][C:26](=[O:27])[NH:25][C:28]2[CH:33]=[CH:32][C:31]([O:34][C:35]([F:36])([F:38])[F:37])=[CH:30][CH:29]=2)[CH:3]=1)[C:9]1[N:14]=[C:13]2[S:15][C:16]([NH:18][C:19]([CH:21]3[CH2:22][CH2:23]3)=[O:20])=[N:17][C:12]2=[CH:11][CH:10]=1. The yield is 0.630. The catalyst is CN(C)C=O.